From a dataset of Full USPTO retrosynthesis dataset with 1.9M reactions from patents (1976-2016). Predict the reactants needed to synthesize the given product. (1) Given the product [NH2:1][C:2]1[C:10]2[C:5](=[CH:6][CH:7]=[CH:8][C:9]=2[C:11]2[CH:12]=[CH:13][C:14]([NH:17][C:18]([NH:20][C:21]3[CH:26]=[CH:25][N:24]=[C:23]([C:27]([C:28]#[N:29])=[CH:32][CH:33]4[CH2:35][CH2:34]4)[CH:22]=3)=[O:19])=[CH:15][CH:16]=2)[NH:4][N:3]=1, predict the reactants needed to synthesize it. The reactants are: [NH2:1][C:2]1[C:10]2[C:5](=[CH:6][CH:7]=[CH:8][C:9]=2[C:11]2[CH:16]=[CH:15][C:14]([NH:17][C:18]([NH:20][C:21]3[CH:26]=[CH:25][N:24]=[C:23]([CH2:27][C:28]#[N:29])[CH:22]=3)=[O:19])=[CH:13][CH:12]=2)[NH:4][N:3]=1.N1[CH2:35][CH2:34][CH2:33][CH2:32]C1.CC(O)=O. (2) Given the product [ClH:23].[N+:1]([C:4]1[CH:9]=[C:8]([NH2:10])[CH:7]=[CH:6][C:5]=1[NH2:11])([O-:3])=[O:2], predict the reactants needed to synthesize it. The reactants are: [N+:1]([C:4]1[CH:9]=[C:8]([NH2:10])[CH:7]=[CH:6][C:5]=1[NH2:11])([O-:3])=[O:2].O1CCOCC1.C(OCC)C.[ClH:23]. (3) Given the product [CH3:1][C:2]([N:6]1[CH2:10][CH2:9][CH2:8][CH2:7]1)([CH3:5])[CH:3]([NH2:4])[C:11]1[CH:16]=[CH:15][CH:14]=[CH:13][CH:12]=1, predict the reactants needed to synthesize it. The reactants are: [CH3:1][C:2]([N:6]1[CH2:10][CH2:9][CH2:8][CH2:7]1)([CH3:5])[C:3]#[N:4].[C:11]1([Li])[CH:16]=[CH:15][CH:14]=[CH:13][CH:12]=1.[BH4-].[Na+].